From a dataset of Experimentally validated miRNA-target interactions with 360,000+ pairs, plus equal number of negative samples. Binary Classification. Given a miRNA mature sequence and a target amino acid sequence, predict their likelihood of interaction. (1) The miRNA is hsa-miR-877-3p with sequence UCCUCUUCUCCCUCCUCCCAG. The protein sequence of the target gene is MARVAWGLLWLLLGSAGAQYEKYSFRGFPPEDLMPLAAAYGHALEQYEGESWRESARYLEAALRLHRLLRDSEAFCHANCSGPAPAAKPDPDGGRADEWACELRLFGRVLERAACLRRCKRTLPAFQVPYPPRQLLRDFQSRLPYQYLHYALFKANRLEKAVAAAYTFLQRNPKHELTAKYLNYYQGMLDVADESLTDLEAQPYEAVFLRAVKLYNSGDFRSSTEDMERALSEYLAVFARCLAGCEGAHEQVDFKDFYPAIADLFAESLQCKVDCEANLTPNVGGYFVDKFVATMYHYLQ.... Result: 1 (interaction). (2) The miRNA is hsa-miR-1248 with sequence ACCUUCUUGUAUAAGCACUGUGCUAAA. The protein sequence of the target gene is MAKVPDMFEDLKNCYSENEEDSSSIDHLSLNQKSFYHVSYGPLHEGCMDQSVSLSISETSKTSKLTFKESMVVVATNGKVLKKRRLSLSQSITDDDLEAIANDSEEEIIKPRSAPFSFLSNVKYNFMRIIKYEFILNDALNQSIIRANDQYLTAAALHNLDEAVKFDMGAYKSSKDDAKITVILRISKTQLYVTAQDEDQPVLLKEMPEIPKTITGSETNLLFFWETHGTKNYFTSVAHPNLFIATKQDYWVCLAGGPPSITDFQILENQA. Result: 0 (no interaction). (3) The miRNA is hsa-miR-6815-3p with sequence UGGCUUCUCUUGCACACCCAG. Result: 0 (no interaction). The protein sequence of the target gene is MNNKFDALKDDDSGDHDQNEENSTQKDGEKEKTERDKNQSSSKRKAVVPGPAEHPLQYNYTFWYSRRTPGRPTSSQSYEQNIKQIGTFASVEQFWRFYSHMVRPGDLTGHSDFHLFKEGIKPMWEDDANKNGGKWIIRLRKGLASRCWENLILAMLGEQFMVGEEICGAVVSVRFQEDIISIWNKTASDQATTARIRDTLRRVLNLPPNTIMEYKTHTDSIKMPGRLGPQRLLFQNLWKPRLNVP. (4) The miRNA is hsa-miR-495-3p with sequence AAACAAACAUGGUGCACUUCUU. The protein sequence of the target gene is MAADGVDERSPLLSASHSGNVTPTAPPYLQESSPRAELPPPYTAIASPGTSGIPVINCRVCQSLINLDGKLHQHVVKCTVCNEATPIKTPPTGKKYVRCPCNCLLICKDTSRRIGCPRPNCRRIINLGPVMLISEEQPAQPALPIQPEGTRVVCGHCGNTFLWMELRFNTLAKCPHCKKISSVGSALPRRRCCAYVTIGMICIFIAVGLTVGTQDFSRRFHATYVSWAIAYLLGLICLIRACYWGAIRVSYPEHGFA. Result: 0 (no interaction). (5) The miRNA is mmu-miR-425-5p with sequence AAUGACACGAUCACUCCCGUUGA. The protein sequence of the target gene is MRGMNLQLVCLTLLAFSSWSLCSDSEEDVRALEADLLTNMHTSKISKASPPSWKMTLLNVCSLINNVNSPAEEAGDMHDDDLVGKRKLPLVLDGFSLEAMLTIFQLQKICRSRAFQHWEIIQEDILDNVNDKNEKEEVIKRKIPYILKRQLYENKPRRPYILKRGSYYY. Result: 0 (no interaction). (6) The miRNA is mmu-miR-654-3p with sequence UAUGUCUGCUGACCAUCACCUU. The protein sequence of the target gene is MNGLEAALPSLTDNSSLAYSEQCGQETPLENMLFACFYLLDFILAFVGNALALWLFIWDHKSGTPANVFLMHLAVADLSCVLVLPTRLVYHFSGNHWPFGEIPCRLTGFLFYLNMYASIYFLTCISADRFLAIVHPVKSLKLRRPLYAHLACAFLWIVVAVAMAPLLVSPQTVQTNHTVVCLQLYREKASHHALASLAVAFTFPFITTVTCYLLIIRSLRQGPRIEKHLKNKAVRMIAMVLAIFLICFVPYHIHRSVYVLHYRGGGTSCAAQRALALGNRITSCLTSLNGALDPVMYFFV.... Result: 0 (no interaction). (7) The miRNA is hsa-miR-7977 with sequence UUCCCAGCCAACGCACCA. The protein sequence of the target gene is MESMAVATDGGERPGVPAGSGLSASQRRAELRRRKLLMNSEQRINRIMGFHRPGSGAEEESQTKSKQQDSDKLNSLSVPSVSKRVVLGDSVSTGTTDQQGGVAEVKGTQLGDKLDSFIKPPECSSDVNLELRQRNRGDLTADSVQRGSRHGLEQYLSRFEEAMKLRKQLISEKPSQEDGNTTEEFDSFRIFRLVGCALLALGVRAFVCKYLSIFAPFLTLQLAYMGLYKYFPKSEKKIKTTVLTAALLLSGIPAEVINRSMDTYSKMGEVFTDLCVYFFTFIFCHELLDYWGSEVP. Result: 1 (interaction).